This data is from Full USPTO retrosynthesis dataset with 1.9M reactions from patents (1976-2016). The task is: Predict the reactants needed to synthesize the given product. (1) Given the product [ClH:26].[O:1]1[CH2:6][CH2:5][CH:4]([C:7]2[C:8]([O:13][CH:14]3[CH2:17][CH:16]([NH2:18])[CH2:15]3)=[N:9][CH:10]=[CH:11][CH:12]=2)[CH2:3][CH2:2]1, predict the reactants needed to synthesize it. The reactants are: [O:1]1[CH2:6][CH2:5][CH:4]([C:7]2[C:8]([O:13][CH:14]3[CH2:17][CH:16]([NH:18]C(=O)OC(C)(C)C)[CH2:15]3)=[N:9][CH:10]=[CH:11][CH:12]=2)[CH2:3][CH2:2]1.[ClH:26]. (2) Given the product [Cl:1][C:2]1[N:7]=[C:6]2[C:8](=[CH:29][C:25]3[CH:24]=[C:23]4[C:28]([C:20](/[CH:19]=[CH:18]/[C:15]5[CH:14]=[CH:13][N:12]=[CH:17][CH:16]=5)=[N:21][NH:22]4)=[CH:27][CH:26]=3)[C:9](=[O:11])[NH:10][C:5]2=[CH:4][CH:3]=1, predict the reactants needed to synthesize it. The reactants are: [Cl:1][C:2]1[N:7]=[C:6]2[CH2:8][C:9](=[O:11])[NH:10][C:5]2=[CH:4][CH:3]=1.[N:12]1[CH:17]=[CH:16][C:15](/[CH:18]=[CH:19]/[C:20]2[C:28]3[C:23](=[CH:24][C:25]([CH:29]=O)=[CH:26][CH:27]=3)[NH:22][N:21]=2)=[CH:14][CH:13]=1. (3) Given the product [CH:41]1([C:42]([N:23]([C:21]2[CH:20]=[CH:19][N:18]=[C:17]([CH2:16][O:15][N:14]=[C:7]([C:6]3[N:2]([CH3:1])[CH:3]=[N:4][CH:5]=3)[C:8]3[CH:9]=[CH:10][CH:11]=[CH:12][CH:13]=3)[N:22]=2)[C:34]([CH:31]2[CH2:33][CH2:32]2)=[O:36])=[O:37])[CH2:25][CH2:24]1, predict the reactants needed to synthesize it. The reactants are: [CH3:1][N:2]1[C:6]([C:7](=[N:14][O:15][CH2:16][C:17]2[N:22]=[C:21]([NH2:23])[CH:20]=[CH:19][N:18]=2)[C:8]2[CH:13]=[CH:12][CH:11]=[CH:10][CH:9]=2)=[CH:5][N:4]=[CH:3]1.[CH2:24](N(CC)CC)[CH3:25].[CH:31]1([C:34]([OH:36])=O)[CH2:33][CH2:32]1.[O:37]1[CH2:42][CH2:41]OCC1. (4) Given the product [CH2:1]([O:5][CH2:6][CH2:7][O:8][C:9]1[CH:10]=[CH:11][C:12]([C:15]2[CH:16]=[CH:17][C:18]3[N:24]([C:25](=[O:30])[C:26]([F:28])([F:27])[F:29])[CH2:23][CH2:22][C:21]([C:31]([NH:35][C:36]4[CH:41]=[CH:40][C:39]([CH:42]([OH:43])[C:44]5[CH:49]=[CH:48][CH:47]=[CH:46][N:45]=5)=[CH:38][C:37]=4[O:50][CH2:51][CH3:52])=[O:32])=[CH:20][C:19]=3[CH:34]=2)=[CH:13][CH:14]=1)[CH2:2][CH2:3][CH3:4], predict the reactants needed to synthesize it. The reactants are: [CH2:1]([O:5][CH2:6][CH2:7][O:8][C:9]1[CH:14]=[CH:13][C:12]([C:15]2[CH:16]=[CH:17][C:18]3[N:24]([C:25](=[O:30])[C:26]([F:29])([F:28])[F:27])[CH2:23][CH2:22][C:21]([C:31](O)=[O:32])=[CH:20][C:19]=3[CH:34]=2)=[CH:11][CH:10]=1)[CH2:2][CH2:3][CH3:4].[NH2:35][C:36]1[CH:41]=[CH:40][C:39]([CH:42]([C:44]2[CH:49]=[CH:48][CH:47]=[CH:46][N:45]=2)[OH:43])=[CH:38][C:37]=1[O:50][CH2:51][CH3:52].O.ON1C2C=CC=CC=2N=N1.Cl.C(N=C=NCCCN(C)C)C. (5) The reactants are: [CH2:1]([NH2:4])[CH2:2][NH2:3].C[Al](C)C.CO[C:11](=O)[CH2:12][N:13]1[C:21]2[C:16](=[CH:17][C:18]([N:22]3[CH:27]=[CH:26][C:25]4[O:28][C:29]([C:31]5[CH:36]=[CH:35][C:34]([Cl:37])=[CH:33][CH:32]=5)=[CH:30][C:24]=4[C:23]3=[O:38])=[CH:19][CH:20]=2)[CH:15]=[N:14]1. Given the product [Cl:37][C:34]1[CH:35]=[CH:36][C:31]([C:29]2[O:28][C:25]3[CH:26]=[CH:27][N:22]([C:18]4[CH:17]=[C:16]5[C:21](=[CH:20][CH:19]=4)[N:13]([CH2:12][C:11]4[NH:3][CH2:2][CH2:1][N:4]=4)[N:14]=[CH:15]5)[C:23](=[O:38])[C:24]=3[CH:30]=2)=[CH:32][CH:33]=1, predict the reactants needed to synthesize it. (6) Given the product [CH3:10][C:2]1[CH:3]=[N:4][CH:5]=[CH:6][C:7]=1[CH:8]=[O:9], predict the reactants needed to synthesize it. The reactants are: Cl[C:2]1[CH:3]=[N:4][CH:5]=[CH:6][C:7]=1[CH:8]=[O:9].[CH3:10]B1OB(C)OB(C)O1.C(=O)([O-])[O-].[K+].[K+].O. (7) Given the product [Cl:10][C:11]1[CH:17]=[CH:16][CH:15]=[CH:14][C:12]=1[N:13]1[C:6]([CH3:8])=[CH:7][C:2]([OH:1])=[CH:3][C:4]1=[O:9], predict the reactants needed to synthesize it. The reactants are: [OH:1][C:2]1[CH:7]=[C:6]([CH3:8])O[C:4](=[O:9])[CH:3]=1.[Cl:10][C:11]1[CH:17]=[CH:16][CH:15]=[CH:14][C:12]=1[NH2:13].